This data is from Experimentally validated miRNA-target interactions with 360,000+ pairs, plus equal number of negative samples. The task is: Binary Classification. Given a miRNA mature sequence and a target amino acid sequence, predict their likelihood of interaction. (1) The miRNA is hsa-miR-6130 with sequence UGAGGGAGUGGAUUGUAUG. The protein sequence of the target gene is MATGSAQSSFPSHLKKTNGSHGTNGALVQSPSNQSALGAGGTNGNGGVARVWGVATSSSSGLAHCSVGGGDGKMDNMIGDGRSQNCWGASNSNAGINLNLNPNANPAAWPVLGHEGTVATGNPSSICSPVSAIGQNMGSQNGNPVGALGAWGNLLPQESAEPQTSTSQNVSFSVQPQNLNTDGPNNTNPMNSSPNPINAMQTNGLPNWGMAVGMGAIIPPHLQGLPGANGSSVSQGSGSGGEGMGSSVWGLSPGNPATGSTNCGFSQGNGDTVNSALSAKQNGSSSAVQKEGNGGNAWDS.... Result: 0 (no interaction). (2) The miRNA is ssc-miR-296-3p with sequence AGGGUUGGGCGGAGGCUUUCC. The protein sequence of the target gene is MTNTKGKRRGTRYMFSRPFRKHGVVPLATYMRIYKKGDIVDIKGMGTVQKGMPHKCYHGKTGRVYNVTQHAVGIVVNKQVKGKILAKRINVRIEHIKHSKSRDSFLKRVKENDQKKKEAKEKGTWVQLKRQPAPPREAHFVRTNGKEPELLEPIPYEFMA. Result: 0 (no interaction). (3) The miRNA is hsa-miR-5581-5p with sequence AGCCUUCCAGGAGAAAUGGAGA. The protein sequence of the target gene is MDVYPPRRQGLPRARSPGGSSRGSPSVSCSRLRQVQSILTQSSKSRPDGILCILGIDSRYNEGCRELANYLLFGLYNQNTSDFEKTGFSEEVLDDVIILIKSDSVHLYCNPVNFRYLLPYVAHWRNLHFHCMTENEYEDEEAAEEFKITSFVDMVRDCSRIGIPYSSQGHLQIFDMFVVEKWPIVQAFALEGIGGDGFFTMKYELQDVSLNLWNVYSKMDPMSLESLLSDDLVAFEHQWTSFFANFDTEIPFLLELSESQAGEPFRSYFSHGMISSHITENSPNRQPFVLFGNHSTRENL.... Result: 1 (interaction).